This data is from NCI-60 drug combinations with 297,098 pairs across 59 cell lines. The task is: Regression. Given two drug SMILES strings and cell line genomic features, predict the synergy score measuring deviation from expected non-interaction effect. (1) Drug 1: C1CN1P(=S)(N2CC2)N3CC3. Drug 2: CC1C(C(CC(O1)OC2CC(OC(C2O)C)OC3=CC4=CC5=C(C(=O)C(C(C5)C(C(=O)C(C(C)O)O)OC)OC6CC(C(C(O6)C)O)OC7CC(C(C(O7)C)O)OC8CC(C(C(O8)C)O)(C)O)C(=C4C(=C3C)O)O)O)O. Cell line: U251. Synergy scores: CSS=49.8, Synergy_ZIP=-3.52, Synergy_Bliss=0.689, Synergy_Loewe=-27.6, Synergy_HSA=-0.409. (2) Drug 1: CC1C(C(CC(O1)OC2CC(CC3=C2C(=C4C(=C3O)C(=O)C5=C(C4=O)C(=CC=C5)OC)O)(C(=O)CO)O)N)O.Cl. Drug 2: COC1=CC(=CC(=C1O)OC)C2C3C(COC3=O)C(C4=CC5=C(C=C24)OCO5)OC6C(C(C7C(O6)COC(O7)C8=CC=CS8)O)O. Cell line: SNB-19. Synergy scores: CSS=52.7, Synergy_ZIP=1.37, Synergy_Bliss=1.24, Synergy_Loewe=3.79, Synergy_HSA=4.49. (3) Drug 1: CCC1=CC2CC(C3=C(CN(C2)C1)C4=CC=CC=C4N3)(C5=C(C=C6C(=C5)C78CCN9C7C(C=CC9)(C(C(C8N6C)(C(=O)OC)O)OC(=O)C)CC)OC)C(=O)OC.C(C(C(=O)O)O)(C(=O)O)O. Drug 2: CC1CCC2CC(C(=CC=CC=CC(CC(C(=O)C(C(C(=CC(C(=O)CC(OC(=O)C3CCCCN3C(=O)C(=O)C1(O2)O)C(C)CC4CCC(C(C4)OC)OCCO)C)C)O)OC)C)C)C)OC. Cell line: HT29. Synergy scores: CSS=61.8, Synergy_ZIP=3.74, Synergy_Bliss=5.52, Synergy_Loewe=4.56, Synergy_HSA=6.73. (4) Drug 2: C1CC(=O)NC(=O)C1N2C(=O)C3=CC=CC=C3C2=O. Drug 1: CS(=O)(=O)OCCCCOS(=O)(=O)C. Cell line: A549. Synergy scores: CSS=6.15, Synergy_ZIP=0.297, Synergy_Bliss=3.72, Synergy_Loewe=0.330, Synergy_HSA=-0.441. (5) Drug 1: COC1=CC(=CC(=C1O)OC)C2C3C(COC3=O)C(C4=CC5=C(C=C24)OCO5)OC6C(C(C7C(O6)COC(O7)C8=CC=CS8)O)O. Synergy scores: CSS=94.0, Synergy_ZIP=5.48, Synergy_Bliss=5.36, Synergy_Loewe=6.09, Synergy_HSA=8.70. Cell line: SR. Drug 2: C1=CC(=CC=C1CCCC(=O)O)N(CCCl)CCCl.